This data is from Forward reaction prediction with 1.9M reactions from USPTO patents (1976-2016). The task is: Predict the product of the given reaction. (1) Given the reactants [C:1]([O:5][C:6]([N:8]1[C@:12]([CH3:16])([C:13]([OH:15])=O)[CH2:11][O:10][C:9]1([CH3:18])[CH3:17])=[O:7])([CH3:4])([CH3:3])[CH3:2].C(Cl)(=O)C(Cl)=O.[CH2:25]([O:32][C:33]1[CH:34]=[C:35]([S:39][C:40]2[CH:46]=[CH:45][C:43]([NH2:44])=[C:42](Cl)[CH:41]=2)[CH:36]=[CH:37][CH:38]=1)[C:26]1[CH:31]=[CH:30][CH:29]=[CH:28][CH:27]=1.CCOC(C)=O, predict the reaction product. The product is: [CH2:25]([O:32][C:33]1[CH:34]=[C:35]([S:39][C:40]2[CH:41]=[CH:42][C:43]([NH:44][C:13]([C@@:12]3([CH3:16])[CH2:11][O:10][C:9]([CH3:18])([CH3:17])[N:8]3[C:6]([O:5][C:1]([CH3:2])([CH3:3])[CH3:4])=[O:7])=[O:15])=[CH:45][CH:46]=2)[CH:36]=[CH:37][CH:38]=1)[C:26]1[CH:27]=[CH:28][CH:29]=[CH:30][CH:31]=1. (2) Given the reactants [NH2:1][C:2]1[CH:22]=[CH:21][C:5]([CH2:6][N:7]2[C:11]3=[N:12][C:13]([C:16]([O:18][CH3:19])=[O:17])=[CH:14][CH:15]=[C:10]3[N:9]=[C:8]2[CH3:20])=[C:4]([Cl:23])[CH:3]=1.N1C=CC=CC=1.[C:30]1([S:36](Cl)(=[O:38])=[O:37])[CH:35]=[CH:34][CH:33]=[CH:32][CH:31]=1.O, predict the reaction product. The product is: [C:30]1([S:36]([NH:1][C:2]2[CH:22]=[CH:21][C:5]([CH2:6][N:7]3[C:11]4=[N:12][C:13]([C:16]([O:18][CH3:19])=[O:17])=[CH:14][CH:15]=[C:10]4[N:9]=[C:8]3[CH3:20])=[C:4]([Cl:23])[CH:3]=2)(=[O:38])=[O:37])[CH:35]=[CH:34][CH:33]=[CH:32][CH:31]=1. (3) Given the reactants [CH3:1][C:2]1[C:6]([CH:7]=O)=[CH:5][N:4]([C:9]2[CH:14]=[CH:13][C:12]([C:15]([F:18])([F:17])[F:16])=[CH:11][N:10]=2)[N:3]=1.C(OP([CH2:27][C:28]([O:30][CH2:31][CH3:32])=[O:29])(OCC)=O)C.CN(C)C=O.[H-].[Na+], predict the reaction product. The product is: [CH3:1][C:2]1[C:6](/[CH:7]=[CH:27]/[C:28]([O:30][CH2:31][CH3:32])=[O:29])=[CH:5][N:4]([C:9]2[CH:14]=[CH:13][C:12]([C:15]([F:18])([F:17])[F:16])=[CH:11][N:10]=2)[N:3]=1. (4) Given the reactants F[CH:2]1[CH:8](N)[CH2:7][CH2:6][CH2:5][N:4]([C:10]2[NH:14][N:13]=[CH:12][C:11]=2[N+:15]([O-:17])=[O:16])C1.ClC1NN=CC=1[N+]([O-])=[O:25].O.Cl.N1CCC(=O)CC1.[F-].[K+], predict the reaction product. The product is: [N+:15]([C:11]1[CH:12]=[N:13][NH:14][C:10]=1[N:4]1[CH2:5][CH2:6][C:7](=[O:25])[CH2:8][CH2:2]1)([O-:17])=[O:16]. (5) Given the reactants Br[CH2:2][C:3]1[S:4][C:5]2[C:11]([Cl:12])=[CH:10][CH:9]=[CH:8][C:6]=2[N:7]=1.[NH2:13][C:14]1[N:22]=[C:21]2[C:17]([NH:18][CH:19]=[N:20]2)=[C:16]([Cl:23])[N:15]=1.C([O-])([O-])=O.[Cs+].[Cs+], predict the reaction product. The product is: [Cl:23][C:16]1[N:15]=[C:14]([NH2:13])[N:22]=[C:21]2[C:17]=1[N:18]=[CH:19][N:20]2[CH2:2][C:3]1[S:4][C:5]2[C:11]([Cl:12])=[CH:10][CH:9]=[CH:8][C:6]=2[N:7]=1. (6) Given the reactants Cl.Cl.[CH:3]1([C:6]2[N:11]=[CH:10][C:9](OC3C=CC(CCN)=CC=3)=CN=2)CC1.[CH2:22]1[CH2:26]OC[CH2:23]1.[CH3:27]N1C(=O)CCC1, predict the reaction product. The product is: [CH3:9][CH2:10][N:11]([CH:22]([CH3:26])[CH3:23])[CH:6]([CH3:3])[CH3:27]. (7) Given the reactants [CH3:1][C:2]1[C:3]([OH:16])=[N:4][CH:5]=[N:6][C:7]=1[CH2:8][C:9]1[CH:14]=[CH:13][CH:12]=[CH:11][C:10]=1[CH3:15].Br[C:18]1[CH:23]=[CH:22][C:21]([OH:24])=[C:20]([F:25])[CH:19]=1.CNCCNC.P([O-])([O-])([O-])=O.[K+].[K+].[K+], predict the reaction product. The product is: [F:25][C:20]1[CH:19]=[C:18]([N:4]2[C:3](=[O:16])[C:2]([CH3:1])=[C:7]([CH2:8][C:9]3[CH:14]=[CH:13][CH:12]=[CH:11][C:10]=3[CH3:15])[N:6]=[CH:5]2)[CH:23]=[CH:22][C:21]=1[OH:24].